From a dataset of Ames mutagenicity test results for genotoxicity prediction. Regression/Classification. Given a drug SMILES string, predict its toxicity properties. Task type varies by dataset: regression for continuous values (e.g., LD50, hERG inhibition percentage) or binary classification for toxic/non-toxic outcomes (e.g., AMES mutagenicity, cardiotoxicity, hepatotoxicity). Dataset: ames. The molecule is c1ccc2c(c1)ccc1cc3ccc4ccccc4c3nc12. The result is 1 (mutagenic).